From a dataset of Forward reaction prediction with 1.9M reactions from USPTO patents (1976-2016). Predict the product of the given reaction. (1) Given the reactants [Br:1][C:2]1[CH:3]=[N:4][C:5]([NH:8][CH:9]([CH2:12][OH:13])[CH2:10][OH:11])=[N:6][CH:7]=1.[C:14]([O:19][CH2:20][CH3:21])(=[O:18])[C:15]([CH3:17])=O.B(F)(F)F.CCOCC, predict the reaction product. The product is: [Br:1][C:2]1[CH:7]=[N:6][C:5]([NH:8][CH:9]2[CH2:10][O:11][C:15]([CH3:17])([C:14]([O:19][CH2:20][CH3:21])=[O:18])[O:13][CH2:12]2)=[N:4][CH:3]=1. (2) Given the reactants Br[C:2]1[CH:11]=[CH:10][CH:9]=[C:8]2[C:3]=1[C:4](=[O:28])[N:5]([C:22]1[CH:27]=[CH:26][CH:25]=[CH:24][CH:23]=1)[C:6]([C@@H:12]([NH:14][C:15](=[O:21])[O:16][C:17]([CH3:20])([CH3:19])[CH3:18])[CH3:13])=[N:7]2.[CH3:29][N:30]1C(=O)CCC1, predict the reaction product. The product is: [C:29]([C:2]1[CH:11]=[CH:10][CH:9]=[C:8]2[C:3]=1[C:4](=[O:28])[N:5]([C:22]1[CH:27]=[CH:26][CH:25]=[CH:24][CH:23]=1)[C:6]([C@@H:12]([NH:14][C:15](=[O:21])[O:16][C:17]([CH3:20])([CH3:19])[CH3:18])[CH3:13])=[N:7]2)#[N:30]. (3) Given the reactants C([NH:5][S:6]([C:9]1[CH:14]=[CH:13][CH:12]=[C:11]([C:15]2[CH:20]=[C:19]([C:21]3[N:26]=[C:25]([C:27]4[CH:32]=[CH:31][C:30]([Cl:33])=[CH:29][CH:28]=4)[CH:24]=[C:23]([C:34]([F:37])([F:36])[F:35])[N:22]=3)[CH:18]=[CH:17][N:16]=2)[CH:10]=1)(=[O:8])=[O:7])(C)(C)C.C(O)(C(F)(F)F)=O, predict the reaction product. The product is: [Cl:33][C:30]1[CH:29]=[CH:28][C:27]([C:25]2[CH:24]=[C:23]([C:34]([F:36])([F:37])[F:35])[N:22]=[C:21]([C:19]3[CH:18]=[CH:17][N:16]=[C:15]([C:11]4[CH:10]=[C:9]([S:6]([NH2:5])(=[O:8])=[O:7])[CH:14]=[CH:13][CH:12]=4)[CH:20]=3)[N:26]=2)=[CH:32][CH:31]=1.